Regression. Given two drug SMILES strings and cell line genomic features, predict the synergy score measuring deviation from expected non-interaction effect. From a dataset of NCI-60 drug combinations with 297,098 pairs across 59 cell lines. (1) Drug 1: CS(=O)(=O)C1=CC(=C(C=C1)C(=O)NC2=CC(=C(C=C2)Cl)C3=CC=CC=N3)Cl. Drug 2: C(CC(=O)O)C(=O)CN.Cl. Cell line: SF-295. Synergy scores: CSS=9.45, Synergy_ZIP=-5.17, Synergy_Bliss=-4.90, Synergy_Loewe=-5.00, Synergy_HSA=-4.03. (2) Drug 1: CC1=C(C(CCC1)(C)C)C=CC(=CC=CC(=CC(=O)O)C)C. Drug 2: B(C(CC(C)C)NC(=O)C(CC1=CC=CC=C1)NC(=O)C2=NC=CN=C2)(O)O. Cell line: SF-539. Synergy scores: CSS=57.1, Synergy_ZIP=-5.63, Synergy_Bliss=-3.83, Synergy_Loewe=-16.6, Synergy_HSA=-0.712. (3) Drug 1: CCC1(CC2CC(C3=C(CCN(C2)C1)C4=CC=CC=C4N3)(C5=C(C=C6C(=C5)C78CCN9C7C(C=CC9)(C(C(C8N6C)(C(=O)OC)O)OC(=O)C)CC)OC)C(=O)OC)O.OS(=O)(=O)O. Drug 2: CCC1(C2=C(COC1=O)C(=O)N3CC4=CC5=C(C=CC(=C5CN(C)C)O)N=C4C3=C2)O.Cl. Cell line: RPMI-8226. Synergy scores: CSS=20.4, Synergy_ZIP=-3.40, Synergy_Bliss=-2.67, Synergy_Loewe=-10.5, Synergy_HSA=-4.32. (4) Drug 1: CC(C)(C#N)C1=CC(=CC(=C1)CN2C=NC=N2)C(C)(C)C#N. Drug 2: COC1=NC(=NC2=C1N=CN2C3C(C(C(O3)CO)O)O)N. Cell line: MCF7. Synergy scores: CSS=-5.10, Synergy_ZIP=1.73, Synergy_Bliss=-1.44, Synergy_Loewe=-4.27, Synergy_HSA=-5.26. (5) Drug 1: CC1=CC=C(C=C1)C2=CC(=NN2C3=CC=C(C=C3)S(=O)(=O)N)C(F)(F)F. Drug 2: C1=NNC2=C1C(=O)NC=N2. Cell line: HS 578T. Synergy scores: CSS=-2.76, Synergy_ZIP=1.47, Synergy_Bliss=0.209, Synergy_Loewe=-3.67, Synergy_HSA=-3.57. (6) Drug 2: C(CC(=O)O)C(=O)CN.Cl. Drug 1: CC12CCC(CC1=CCC3C2CCC4(C3CC=C4C5=CN=CC=C5)C)O. Synergy scores: CSS=18.2, Synergy_ZIP=-2.61, Synergy_Bliss=4.14, Synergy_Loewe=-10.3, Synergy_HSA=3.30. Cell line: KM12. (7) Synergy scores: CSS=12.7, Synergy_ZIP=0.802, Synergy_Bliss=1.40, Synergy_Loewe=-22.3, Synergy_HSA=1.62. Drug 1: CC=C1C(=O)NC(C(=O)OC2CC(=O)NC(C(=O)NC(CSSCCC=C2)C(=O)N1)C(C)C)C(C)C. Drug 2: CC(C)(C#N)C1=CC(=CC(=C1)CN2C=NC=N2)C(C)(C)C#N. Cell line: SW-620. (8) Drug 1: CN(C)C1=NC(=NC(=N1)N(C)C)N(C)C. Drug 2: C(CCl)NC(=O)N(CCCl)N=O. Cell line: PC-3. Synergy scores: CSS=2.33, Synergy_ZIP=-0.467, Synergy_Bliss=2.00, Synergy_Loewe=1.10, Synergy_HSA=1.10. (9) Drug 1: CN(C)C1=NC(=NC(=N1)N(C)C)N(C)C. Drug 2: C1=CC(=CC=C1CCCC(=O)O)N(CCCl)CCCl. Cell line: SK-OV-3. Synergy scores: CSS=20.9, Synergy_ZIP=-3.03, Synergy_Bliss=2.91, Synergy_Loewe=-1.76, Synergy_HSA=2.28.